Dataset: Full USPTO retrosynthesis dataset with 1.9M reactions from patents (1976-2016). Task: Predict the reactants needed to synthesize the given product. (1) Given the product [CH3:32][Si:31]([CH3:34])([CH3:33])[C:22]#[C:21][CH2:20][CH2:19][O:23][C:24]1[N:25]=[CH:26][CH:27]=[CH:28][N:29]=1, predict the reactants needed to synthesize it. The reactants are: C(NC(C)C)(C)C.C([Li])CCC.CCCCCC.[CH2:19]([O:23][C:24]1[N:29]=[CH:28][CH:27]=[CH:26][N:25]=1)[CH2:20][C:21]#[CH:22].Cl[Si:31]([CH3:34])([CH3:33])[CH3:32]. (2) Given the product [CH2:10]([NH:12][C:13]1[CH:18]=[CH:17][CH:16]=[CH:15][CH:14]=1)[CH3:11].[CH2:1]=[O:7].[C:1]1([OH:7])[CH:6]=[CH:5][CH:4]=[CH:3][CH:2]=1, predict the reactants needed to synthesize it. The reactants are: [C:1]1([OH:7])[CH:6]=[CH:5][CH:4]=[CH:3][CH:2]=1.C=O.[CH2:10]([NH:12][C:13]1[CH:18]=[CH:17][CH:16]=[CH:15][CH:14]=1)[CH3:11]. (3) Given the product [N:10]1[C:9]([C:11]2[CH:12]=[C:13]([CH:16]=[CH:17][CH:18]=2)[C:14]#[N:15])=[CH:8][N:6]2[C:5]=1[CH:4]=[CH:3][CH:2]=[N:7]2, predict the reactants needed to synthesize it. The reactants are: Cl[C:2]1[CH:3]=[CH:4][C:5]2[N:6]([CH:8]=[C:9]([C:11]3[CH:12]=[C:13]([CH:16]=[CH:17][CH:18]=3)[C:14]#[N:15])[N:10]=2)[N:7]=1. (4) The reactants are: [F:1][C:2]1[CH:3]=[C:4]([S:8]([NH2:11])(=[O:10])=[O:9])[CH:5]=[CH:6][CH:7]=1.[Cl:12][C:13]1[C:22](Cl)=[N:21][C:20]2[C:15](=[CH:16][CH:17]=[CH:18][CH:19]=2)[N:14]=1.C([O-])([O-])=O.[K+].[K+]. Given the product [Cl:12][C:13]1[C:22]([NH:11][S:8]([C:4]2[CH:5]=[CH:6][CH:7]=[C:2]([F:1])[CH:3]=2)(=[O:9])=[O:10])=[N:21][C:20]2[C:15]([N:14]=1)=[CH:16][CH:17]=[CH:18][CH:19]=2, predict the reactants needed to synthesize it. (5) Given the product [NH2:1][C:2]1[C:3]([C:51]([NH:53][CH3:54])=[O:52])=[N:4][C:5]([C:8]2[CH:13]=[CH:12][CH:11]=[C:10]([CH2:14][NH:15][CH:31]3[C:39]4[C:34](=[CH:35][CH:36]=[C:37]([CH2:80][CH2:81][CH2:82][OH:83])[CH:38]=4)[CH2:33][CH2:32]3)[CH:9]=2)=[CH:6][N:7]=1, predict the reactants needed to synthesize it. The reactants are: [NH2:1][C:2]1[C:3]([C:51]([NH:53][CH3:54])=[O:52])=[N:4][C:5]([C:8]2[CH:13]=[CH:12][CH:11]=[C:10]([CH2:14][N:15]([CH:31]3[C:39]4[C:34](=[CH:35][C:36](CCCO[Si](C(C)(C)C)(C)C)=[CH:37][CH:38]=4)[CH2:33][CH2:32]3)S(C3C=C([N+]([O-])=O)C=C([N+]([O-])=O)C=3)(=O)=O)[CH:9]=2)=[CH:6][N:7]=1.[F-].C([N+](CCCC)(CCCC)CCCC)CCC.ClCCl.C(N)(C)C.[CH2:80]1C[O:83][CH2:82][CH2:81]1. (6) Given the product [CH3:1][C:2]1[S:3][C:4]([NH:14][C:34]([C:33]2[CH:32]=[N:31][N:28]3[CH:27]=[CH:26][C:25]([Cl:24])=[N:30][C:29]=23)=[O:35])=[C:5]([C:7]2[CH:12]=[CH:11][CH:10]=[CH:9][C:8]=2[CH3:13])[N:6]=1, predict the reactants needed to synthesize it. The reactants are: [CH3:1][C:2]1[S:3][C:4]([NH2:14])=[C:5]([C:7]2[CH:12]=[CH:11][CH:10]=[CH:9][C:8]=2[CH3:13])[N:6]=1.C(N(C(C)C)CC)(C)C.[Cl:24][C:25]1[N:30]=[CH:29][N:28]2[N:31]=[CH:32][C:33]([C:34](Cl)=[O:35])=[C:27]2[CH:26]=1. (7) Given the product [CH3:10][C:5]1[NH:1][N:2]=[C:3]([NH:6][C:7](=[O:9])[CH3:8])[CH:4]=1, predict the reactants needed to synthesize it. The reactants are: [NH:1]1[CH:5]=[CH:4][C:3]([NH:6][C:7](=[O:9])[CH3:8])=[N:2]1.[CH3:10]C1NN=C(N)C=1. (8) The reactants are: Br[C:2]1[C:11]2[CH2:10][CH2:9][CH2:8][C@@H:7]([NH:12][C:13](=[O:15])[CH3:14])[C:6]=2[CH:5]=[N:4][CH:3]=1.[C:16]([C:18]1[CH:23]=[CH:22][C:21](B(O)O)=[CH:20][CH:19]=1)#[N:17]. Given the product [C:16]([C:18]1[CH:23]=[CH:22][C:21]([C:2]2[C:11]3[CH2:10][CH2:9][CH2:8][C@@H:7]([NH:12][C:13](=[O:15])[CH3:14])[C:6]=3[CH:5]=[N:4][CH:3]=2)=[CH:20][CH:19]=1)#[N:17], predict the reactants needed to synthesize it.